Dataset: Reaction yield outcomes from USPTO patents with 853,638 reactions. Task: Predict the reaction yield, written as a fraction of the theoretical maximum amount of product (1.0 means a 100% yield; for example, 0.34 means a 34% yield). (1) The reactants are [O:1]=[C:2]1[O:6][CH2:5][CH:4]([CH2:7][C:8]([O:10][C:11]([CH3:14])([CH3:13])[CH3:12])=[O:9])[CH2:3]1.[C:15]1([SH:21])[CH:20]=[CH:19][CH:18]=[CH:17][CH:16]=1.C(O)(=O)C. The catalyst is CN(C)C=O.C1COCC1.O. The product is [C:11]([O:10][C:8](=[O:9])[CH2:7][CH:4]([CH2:5][S:21][C:15]1[CH:20]=[CH:19][CH:18]=[CH:17][CH:16]=1)[CH2:3][C:2]([OH:6])=[O:1])([CH3:14])([CH3:13])[CH3:12]. The yield is 0.350. (2) The reactants are C1([CH:7]([NH:19][C:20]2[CH:21]=[CH:22][C:23]([C:26]([OH:28])=O)=[N:24][CH:25]=2)[C:8]2[O:9][C:10]3[CH:17]=[CH:16][C:15]([F:18])=[CH:14][C:11]=3[C:12]=2[CH3:13])CCCCC1.[CH3:29][NH:30][CH2:31][CH2:32][C:33]([O:35][CH2:36][CH3:37])=[O:34].O.ON1[C:44]2[CH:45]=[CH:46][CH:47]=[CH:48][C:43]=2N=N1.Cl.C(N=C=NCCCN(C)C)C.[Cl-].[NH4+]. The catalyst is CN(C)C=O.C(N(CC)CC)C. The product is [CH:43]1([CH:7]([NH:19][C:20]2[CH:21]=[CH:22][C:23]([C:26]([N:30]([CH3:29])[CH2:31][CH2:32][C:33]([O:35][CH2:36][CH3:37])=[O:34])=[O:28])=[N:24][CH:25]=2)[C:8]2[O:9][C:10]3[CH:17]=[CH:16][C:15]([F:18])=[CH:14][C:11]=3[C:12]=2[CH3:13])[CH2:48][CH2:47][CH2:46][CH2:45][CH2:44]1. The yield is 0.820. (3) The reactants are [F:1][C:2]1[CH:7]=[CH:6][C:5]([CH2:8][C:9]2[C:10]([N:16]3[CH2:22][C:21]4[CH:23]=[C:24](B(O)O)[CH:25]=[CH:26][C:20]=4[O:19][CH2:18][CH2:17]3)=[N:11][CH:12]=[N:13][C:14]=2C)=[CH:4][CH:3]=1.[NH2:30][C:31]1[C:36]([N+:37]([O-:39])=[O:38])=[CH:35][CH:34]=[C:33](Cl)[N:32]=1.C(=O)([O-])[O-].[K+].[K+]. The catalyst is O1CCOCC1.O. The product is [F:1][C:2]1[CH:7]=[CH:6][C:5]([CH2:8][C:9]2[C:10]([N:16]3[CH2:22][C:21]4[CH:23]=[C:24]([C:33]5[N:32]=[C:31]([NH2:30])[C:36]([N+:37]([O-:39])=[O:38])=[CH:35][CH:34]=5)[CH:25]=[CH:26][C:20]=4[O:19][CH2:18][CH2:17]3)=[N:11][CH:12]=[N:13][CH:14]=2)=[CH:4][CH:3]=1. The yield is 1.00. (4) The reactants are [N:1]1([C:6]2[CH:11]=[CH:10][C:9]([OH:12])=[CH:8][CH:7]=2)[CH:5]=[N:4][CH:3]=[N:2]1.[C:13]([O:17][C:18]([N:20]1[CH2:24][CH2:23][CH2:22][C@@H:21]1[CH2:25][O:26][C:27]1[CH:32]=[CH:31][C:30](I)=[CH:29][CH:28]=1)=[O:19])([CH3:16])([CH3:15])[CH3:14]. No catalyst specified. The product is [C:13]([O:17][C:18]([N:20]1[CH2:24][CH2:23][CH2:22][C@@H:21]1[CH2:25][O:26][C:27]1[CH:28]=[CH:29][C:30]([O:12][C:9]2[CH:8]=[CH:7][C:6]([N:1]3[CH:5]=[N:4][CH:3]=[N:2]3)=[CH:11][CH:10]=2)=[CH:31][CH:32]=1)=[O:19])([CH3:16])([CH3:14])[CH3:15]. The yield is 0.800. (5) The yield is 0.763. The product is [CH3:22][O:23][C:24](=[O:36])[C:25]1[CH:34]=[CH:33][C:32]([NH:35][C:17](=[O:18])[CH2:16][O:15][C:14]2[CH:13]=[CH:12][C:11]([C:1]34[CH2:10][CH:5]5[CH2:4][CH:3]([CH2:9][CH:7]([CH2:6]5)[CH2:8]3)[CH2:2]4)=[CH:21][CH:20]=2)=[C:27]([C:28]([O:30][CH3:31])=[O:29])[CH:26]=1. The catalyst is CN(C=O)C. The reactants are [C:1]12([C:11]3[CH:21]=[CH:20][C:14]([O:15][CH2:16][C:17](O)=[O:18])=[CH:13][CH:12]=3)[CH2:10][CH:5]3[CH2:6][CH:7]([CH2:9][CH:3]([CH2:4]3)[CH2:2]1)[CH2:8]2.[CH3:22][O:23][C:24](=[O:36])[C:25]1[CH:34]=[CH:33][C:32]([NH2:35])=[C:27]([C:28]([O:30][CH3:31])=[O:29])[CH:26]=1.C1C=NC2N(O)N=NC=2C=1.CCN(C(C)C)C(C)C. (6) The reactants are [NH:1]1[CH2:6][CH2:5][O:4][CH2:3][C@H:2]1[CH2:7][OH:8].[Cl:9][CH2:10][CH:11]1[CH2:13]O1. No catalyst specified. The product is [Cl:9][CH2:10][CH:11]1[O:8][CH2:7][CH:2]2[CH2:3][O:4][CH2:5][CH2:6][N:1]2[CH2:13]1. The yield is 0.350. (7) The reactants are [C:1]([O:5][C:6]([N:8]1[CH2:12][CH2:11][CH2:10][C@H:9]1[C@H:13]([S:26][CH3:27])[C@H:14]([C:16]([O:18]CC1C=CC=CC=1)=[O:17])[CH3:15])=[O:7])([CH3:4])([CH3:3])[CH3:2]. The catalyst is CCO.[OH-].[OH-].[Pd+2]. The product is [C:1]([O:5][C:6]([N:8]1[CH2:12][CH2:11][CH2:10][C@H:9]1[C@H:13]([S:26][CH3:27])[C@H:14]([C:16]([OH:18])=[O:17])[CH3:15])=[O:7])([CH3:4])([CH3:2])[CH3:3]. The yield is 0.980. (8) The reactants are [Cl:1][C:2]1[CH:21]=[CH:20][C:5]([O:6][C:7]2[CH:19]=[CH:18][C:10]([O:11][CH2:12][C@H:13]3[CH2:17][CH2:16][CH2:15][NH:14]3)=[CH:9][CH:8]=2)=[CH:4][CH:3]=1.C(N(CC)CC)C.Br[CH2:30][C:31]([O:33][C:34]([CH3:37])([CH3:36])[CH3:35])=[O:32].O.ClCCl. The catalyst is ClCCl. The product is [C:34]([O:33][C:31](=[O:32])[CH2:30][N:14]1[CH2:15][CH2:16][CH2:17][C@@H:13]1[CH2:12][O:11][C:10]1[CH:18]=[CH:19][C:7]([O:6][C:5]2[CH:20]=[CH:21][C:2]([Cl:1])=[CH:3][CH:4]=2)=[CH:8][CH:9]=1)([CH3:37])([CH3:36])[CH3:35]. The yield is 0.750.